The task is: Predict the product of the given reaction.. This data is from Forward reaction prediction with 1.9M reactions from USPTO patents (1976-2016). (1) Given the reactants [CH2:1]([S:3][C:4]1[CH:9]=[CH:8][CH:7]=[CH:6][C:5]=1[C:10]1[NH:14][C:13]2[CH:15]=[CH:16][C:17]([C:19]([F:28])([C:24]([F:27])([F:26])[F:25])[C:20]([F:23])([F:22])[F:21])=[CH:18][C:12]=2[N:11]=1)[CH3:2].[H-].[Na+].I[CH3:32], predict the reaction product. The product is: [CH2:1]([S:3][C:4]1[CH:9]=[CH:8][CH:7]=[CH:6][C:5]=1[C:10]1[N:11]([CH3:32])[C:12]2[CH:18]=[C:17]([C:19]([F:28])([C:20]([F:21])([F:22])[F:23])[C:24]([F:27])([F:25])[F:26])[CH:16]=[CH:15][C:13]=2[N:14]=1)[CH3:2].[CH2:1]([S:3][C:4]1[CH:9]=[CH:8][CH:7]=[CH:6][C:5]=1[C:10]1[N:14]([CH3:32])[C:13]2[CH:15]=[CH:16][C:17]([C:19]([F:28])([C:20]([F:21])([F:22])[F:23])[C:24]([F:27])([F:25])[F:26])=[CH:18][C:12]=2[N:11]=1)[CH3:2]. (2) Given the reactants [F:1][C:2]1[CH:7]=[C:6]([N:8]2[CH2:13][CH2:12][O:11][CH2:10][CH2:9]2)[C:5]([F:14])=[CH:4][C:3]=1[N:15]1[CH:20]=[C:19]([O:21][CH3:22])[C:18](=[O:23])[C:17]([C:24](O)=[O:25])=[N:16]1.Cl.[CH3:28][NH:29][O:30][CH3:31].C1C=CC2N(O)N=NC=2C=1.C(N(CC)CC)C.CCN=C=NCCCN(C)C, predict the reaction product. The product is: [F:1][C:2]1[CH:7]=[C:6]([N:8]2[CH2:9][CH2:10][O:11][CH2:12][CH2:13]2)[C:5]([F:14])=[CH:4][C:3]=1[N:15]1[CH:20]=[C:19]([O:21][CH3:22])[C:18](=[O:23])[C:17]([C:24]([N:29]([O:30][CH3:31])[CH3:28])=[O:25])=[N:16]1. (3) Given the reactants Br[C:2]1[C:3]([NH2:11])=[N:4][CH:5]=[C:6]([N+:8]([O-:10])=[O:9])[CH:7]=1.CCN(CC)CC.[CH3:19][C:20]([CH3:24])([CH3:23])[C:21]#[CH:22].N#N, predict the reaction product. The product is: [CH3:19][C:20]([CH3:24])([CH3:23])[C:21]#[C:22][C:2]1[C:3]([NH2:11])=[N:4][CH:5]=[C:6]([N+:8]([O-:10])=[O:9])[CH:7]=1. (4) Given the reactants [C:1]([C:3]1[CH:31]=[CH:30][C:29]([F:32])=[CH:28][C:4]=1[CH2:5][N:6]1[C:11](=[O:12])[C:10]([CH3:13])=[N:9][N:8]=[C:7]1[N:14]1[CH2:19][CH2:18][CH2:17][C@@H:16]([NH:20]C(=O)OC(C)(C)C)[CH2:15]1)#[N:2].C(O)(C(F)(F)F)=O.C([O-])(O)=O.[Na+], predict the reaction product. The product is: [NH2:20][C@@H:16]1[CH2:17][CH2:18][CH2:19][N:14]([C:7]2[N:6]([CH2:5][C:4]3[CH:28]=[C:29]([F:32])[CH:30]=[CH:31][C:3]=3[C:1]#[N:2])[C:11](=[O:12])[C:10]([CH3:13])=[N:9][N:8]=2)[CH2:15]1. (5) Given the reactants [CH3:1][O:2][CH2:3][CH2:4][CH2:5][N:6]1[C:11]2[CH:12]=[C:13]([CH:16]=[CH:17][C@@H:18]3[C@@H:23]([C:24]4[CH:33]=[CH:32][C:27]([C:28](OC)=[O:29])=[CH:26][CH:25]=4)[C@H:22]([O:34][Si](C(C)C)(C(C)C)C(C)C)[CH2:21][N:20](S(C4C=CC(C)=CC=4)(=O)=O)[CH2:19]3)[CH:14]=[CH:15][C:10]=2[O:9][CH2:8][C:7]1=O, predict the reaction product. The product is: [CH3:1][O:2][CH2:3][CH2:4][O:29][CH2:28][C:27]1[CH:32]=[CH:33][C:24]([C@@H:23]2[C@@H:18]([CH2:17][CH2:16][C:13]3[CH:14]=[CH:15][C:10]4[O:9][CH2:8][CH2:7][N:6]([CH2:5][CH2:4][CH2:3][O:2][CH3:1])[C:11]=4[CH:12]=3)[CH2:19][NH:20][CH2:21][C@H:22]2[O:34][CH2:11][C@H:10]([OH:9])[CH3:15])=[CH:25][CH:26]=1. (6) Given the reactants [CH3:1][C:2]1[CH:10]=[CH:9][C:8]([N+:11]([O-:13])=[O:12])=[CH:7][C:3]=1[C:4]([OH:6])=O.[C:14]([C:16]1[CH:21]=[CH:20][C:19]([CH:22]2[CH2:27][CH2:26][NH:25][CH2:24][CH2:23]2)=[CH:18][CH:17]=1)#[N:15].Cl.CN(C)CCCN=C=NCC.C(OCC)(=O)C, predict the reaction product. The product is: [CH3:1][C:2]1[CH:10]=[CH:9][C:8]([N+:11]([O-:13])=[O:12])=[CH:7][C:3]=1[C:4]([N:25]1[CH2:26][CH2:27][CH:22]([C:19]2[CH:20]=[CH:21][C:16]([C:14]#[N:15])=[CH:17][CH:18]=2)[CH2:23][CH2:24]1)=[O:6]. (7) Given the reactants Cl[C:2]1[CH:3]=[CH:4][C:5]([O:8][C:9]2[CH:14]=[CH:13][C:12]([C:15]3[C:19]4=[N:20][CH:21]=[CH:22][CH:23]=[C:18]4[N:17]([CH2:24][CH3:25])[N:16]=3)=[CH:11][CH:10]=2)=[N:6][CH:7]=1.[CH3:26]B(O)O.C([O-])([O-])=O.[Cs+].[Cs+].CC(C1C=C(C(C)C)C(C2C=CC=CC=2P(C2CCCCC2)C2CCCCC2)=C(C(C)C)C=1)C, predict the reaction product. The product is: [CH2:24]([N:17]1[C:18]2[C:19](=[N:20][CH:21]=[CH:22][CH:23]=2)[C:15]([C:12]2[CH:13]=[CH:14][C:9]([O:8][C:5]3[CH:4]=[CH:3][C:2]([CH3:26])=[CH:7][N:6]=3)=[CH:10][CH:11]=2)=[N:16]1)[CH3:25]. (8) Given the reactants [CH:1]1([C:4]([C:7]2[CH:12]=[CH:11][C:10]([F:13])=[CH:9][CH:8]=2)(O)[CH3:5])[CH2:3][CH2:2]1.FC(F)(F)C(O)=O.[CH3:21][S:22][CH2:23][C:24]1[CH:25]=[CH:26][CH:27]=[C:28]2[C:32]=1[NH:31][CH:30]=[CH:29]2, predict the reaction product. The product is: [CH:1]1([C:4]([C:29]2[C:28]3[C:32](=[C:24]([CH2:23][S:22][CH3:21])[CH:25]=[CH:26][CH:27]=3)[NH:31][CH:30]=2)([C:7]2[CH:12]=[CH:11][C:10]([F:13])=[CH:9][CH:8]=2)[CH3:5])[CH2:3][CH2:2]1.